Task: Binary Classification. Given a T-cell receptor sequence (or CDR3 region) and an epitope sequence, predict whether binding occurs between them.. Dataset: TCR-epitope binding with 47,182 pairs between 192 epitopes and 23,139 TCRs (1) The epitope is HTTDPSFLGRY. The TCR CDR3 sequence is CASSLVDRNTEAFF. Result: 1 (the TCR binds to the epitope). (2) The epitope is KLGGALQAK. The TCR CDR3 sequence is CASSLAGGLEEQFF. Result: 1 (the TCR binds to the epitope). (3) The epitope is YLDAYNMMI. The TCR CDR3 sequence is CASSLSAGTLETQYF. Result: 0 (the TCR does not bind to the epitope). (4) The epitope is SGPLKAEIAQRLED. The TCR CDR3 sequence is CASSHDYRGRRSPLHF. Result: 0 (the TCR does not bind to the epitope). (5) The epitope is ILHCANFNV. The TCR CDR3 sequence is CASSFGGNEQYF. Result: 1 (the TCR binds to the epitope).